This data is from Peptide-MHC class I binding affinity with 185,985 pairs from IEDB/IMGT. The task is: Regression. Given a peptide amino acid sequence and an MHC pseudo amino acid sequence, predict their binding affinity value. This is MHC class I binding data. (1) The peptide sequence is KQITNELNYV. The MHC is HLA-A02:01 with pseudo-sequence HLA-A02:01. The binding affinity (normalized) is 0.689. (2) The peptide sequence is YLAENTFVV. The MHC is HLA-A02:03 with pseudo-sequence HLA-A02:03. The binding affinity (normalized) is 1.00. (3) The peptide sequence is VVAVGGLAI. The MHC is HLA-A02:01 with pseudo-sequence HLA-A02:01. The binding affinity (normalized) is 0.0847.